Dataset: Forward reaction prediction with 1.9M reactions from USPTO patents (1976-2016). Task: Predict the product of the given reaction. (1) Given the reactants CO[C:3]([C:5]1[C:6]([OH:31])=[C:7]2[C:12](=[C:13]([C:15]#[N:16])[N:14]=1)[N:11]([CH2:17][C:18]1[CH:23]=[CH:22][CH:21]=[CH:20][CH:19]=1)[C:10](=[O:24])[C:9]([C:25]1[CH:30]=[CH:29][CH:28]=[CH:27][CH:26]=1)=[CH:8]2)=[O:4].[NH2:32][CH2:33][CH2:34][CH2:35][CH2:36][C:37]([OH:39])=[O:38].C[O-].[Na+], predict the reaction product. The product is: [CH2:17]([N:11]1[C:12]2[C:7](=[C:6]([OH:31])[C:5]([C:3]([NH:32][CH2:33][CH2:34][CH2:35][CH2:36][C:37]([OH:39])=[O:38])=[O:4])=[N:14][C:13]=2[C:15]#[N:16])[CH:8]=[C:9]([C:25]2[CH:26]=[CH:27][CH:28]=[CH:29][CH:30]=2)[C:10]1=[O:24])[C:18]1[CH:19]=[CH:20][CH:21]=[CH:22][CH:23]=1. (2) Given the reactants Cl[C:2]1[N:7]=[C:6]([O:8][C:9]2[CH:35]=[CH:34][C:33]([Cl:36])=[CH:32][C:10]=2[CH2:11][NH:12][C:13]([NH:15][C:16]2[N:20]([C:21]3[CH:26]=[CH:25][C:24]([CH3:27])=[CH:23][CH:22]=3)[N:19]=[C:18]([C:28]([CH3:31])([CH3:30])[CH3:29])[CH:17]=2)=[O:14])[CH:5]=[CH:4][N:3]=1.[NH:37]1[CH2:42][CH2:41][O:40][CH2:39][CH2:38]1, predict the reaction product. The product is: [O:40]1[CH2:41][CH2:42][N:37]([C:2]2[N:7]=[C:6]([O:8][C:9]3[CH:35]=[CH:34][C:33]([Cl:36])=[CH:32][C:10]=3[CH2:11][NH:12][C:13]([NH:15][C:16]3[N:20]([C:21]4[CH:22]=[CH:23][C:24]([CH3:27])=[CH:25][CH:26]=4)[N:19]=[C:18]([C:28]([CH3:29])([CH3:30])[CH3:31])[CH:17]=3)=[O:14])[CH:5]=[CH:4][N:3]=2)[CH2:38][CH2:39]1. (3) Given the reactants [CH3:1][C:2]([C:4]1[CH:5]=[CH:6][C:7]([OH:10])=[CH:8][CH:9]=1)=[O:3].[CH2:11]=O.[ClH:13].[CH3:14][NH:15][CH3:16], predict the reaction product. The product is: [ClH:13].[CH3:14][N:15]([CH3:11])[CH2:16][CH2:1][C:2]([C:4]1[CH:9]=[CH:8][C:7]([OH:10])=[CH:6][CH:5]=1)=[O:3]. (4) Given the reactants [F:1][C:2]1[CH:3]=[C:4]([CH2:9][CH2:10][CH:11]=[O:12])[CH:5]=[C:6]([F:8])[CH:7]=1.FC1C=C(C=C(F)C=1)/C=C/C(O)=O.C1(C[C@@H]2COC(=O)[NH:34]2)C=CC=CC=1.FC1C=C(CCC(O)=O)C=C(F)C=1.[O:52]=[C:53]1[C@@H:59]([NH:60][C:61](=[O:79])[C@H:62]([CH2:75][CH:76]2[CH2:78][CH2:77]2)[C@@H](O)CCC2C=C(F)C=C(F)C=2)CCC[CH2:55][N:54]1CC1C=CC=C(OC2C=CC=CC=2)C=1.C1(C[C@H:100]([C@@H:116](O)[CH2:117]CC2C=CC=CC=2)[C:101]([N:103]2[C@H:107]([CH2:108][C:109]3[CH:114]=[CH:113][CH:112]=[CH:111][CH:110]=3)COC2=O)=O)CCCC1, predict the reaction product. The product is: [CH:76]1([CH2:75][C@H:62]([C@@H:11]([OH:12])[CH2:10][CH2:9][C:4]2[CH:3]=[C:2]([F:1])[CH:7]=[C:6]([F:8])[CH:5]=2)[C:61]([NH:60][CH:59]2[N:34]=[C:108]([C:107]3[CH:117]=[CH:116][CH:100]=[CH:101][N:103]=3)[C:109]3[CH:110]=[CH:111][CH:112]=[CH:113][C:114]=3[N:54]([CH3:55])[C:53]2=[O:52])=[O:79])[CH2:78][CH2:77]1. (5) Given the reactants [OH:1][NH:2][C:3]([C:5]1[C:10]([N+:11]([O-:13])=[O:12])=[CH:9][CH:8]=[CH:7][N:6]=1)=[NH:4].[CH3:14][C:15]1[CH:23]=[C:19]([C:20](O)=O)[C:18]([OH:24])=[CH:17][CH:16]=1, predict the reaction product. The product is: [CH3:14][C:15]1[CH:16]=[CH:17][C:18]([OH:24])=[C:19]([C:20]2[O:1][N:2]=[C:3]([C:5]3[C:10]([N+:11]([O-:13])=[O:12])=[CH:9][CH:8]=[CH:7][N:6]=3)[N:4]=2)[CH:23]=1. (6) The product is: [NH2:29][CH2:28][CH2:27][NH:26][C:25](=[O:37])[NH:24][C:22]1[N:23]=[C:18]2[CH:17]=[CH:16][C:15]([C:11]3[CH:10]=[C:9]([S:6]([NH:5][C:1]([CH3:2])([CH3:3])[CH3:4])(=[O:8])=[O:7])[CH:14]=[N:13][CH:12]=3)=[CH:20][N:19]2[N:21]=1. Given the reactants [C:1]([NH:5][S:6]([C:9]1[CH:10]=[C:11]([C:15]2[CH:16]=[CH:17][C:18]3[N:19]([N:21]=[C:22]([NH:24][C:25](=[O:37])[NH:26][CH2:27][CH2:28][NH:29]C(=O)OC(C)(C)C)[N:23]=3)[CH:20]=2)[CH:12]=[N:13][CH:14]=1)(=[O:8])=[O:7])([CH3:4])([CH3:3])[CH3:2].C(Cl)Cl, predict the reaction product. (7) Given the reactants [CH2:1]([O:3][C:4](=[O:20])[CH2:5][CH2:6][CH2:7][S:8][C:9]1[NH:10][C:11]2[CH:17]=[C:16]([O:18][CH3:19])[CH:15]=[CH:14][C:12]=2[N:13]=1)[CH3:2].C(N(C(C)C)CC)(C)C.[CH3:30][C:31]1[C:39]2[C:38]([CH2:40]Br)=[CH:37][S:36][C:35]=2[CH:34]=[CH:33][CH:32]=1.C(=O)(O)[O-].[Na+], predict the reaction product. The product is: [CH2:1]([O:3][C:4](=[O:20])[CH2:5][CH2:6][CH2:7][S:8][C:9]1[N:13]([CH2:40][C:38]2[C:39]3[C:31]([CH3:30])=[CH:32][CH:33]=[CH:34][C:35]=3[S:36][CH:37]=2)[C:12]2[CH:14]=[CH:15][C:16]([O:18][CH3:19])=[CH:17][C:11]=2[N:10]=1)[CH3:2].[CH2:1]([O:3][C:4](=[O:20])[CH2:5][CH2:6][CH2:7][S:8][C:9]1[N:10]([CH2:40][C:38]2[C:39]3[C:31]([CH3:30])=[CH:32][CH:33]=[CH:34][C:35]=3[S:36][CH:37]=2)[C:11]2[CH:17]=[C:16]([O:18][CH3:19])[CH:15]=[CH:14][C:12]=2[N:13]=1)[CH3:2]. (8) Given the reactants [Cl:1][C:2]1[CH:7]=[CH:6][C:5]([C:8]([F:11])([F:10])[F:9])=[CH:4][C:3]=1[NH:12]N.O.Cl.[NH:16]1[CH2:21][CH2:20][C:19](=O)[CH2:18][CH2:17]1, predict the reaction product. The product is: [ClH:1].[Cl:1][C:2]1[C:3]2[NH:12][C:19]3[CH2:20][CH2:21][NH:16][CH2:17][C:18]=3[C:4]=2[C:5]([C:8]([F:11])([F:10])[F:9])=[CH:6][CH:7]=1. (9) Given the reactants [F:1][C:2]1[CH:11]=[CH:10][C:5]2[N:6]=[C:7]([NH2:9])[S:8][C:4]=2[CH:3]=1.[C:12]1([CH3:21])[CH:17]=[CH:16][C:15]([C:18](Cl)=[O:19])=[CH:14][CH:13]=1.C[O:23][C:24]1[CH:33]=CC2N=C(N)SC=2C=1.ClC1C=C(C=CC=1)C(Cl)=[O:39], predict the reaction product. The product is: [F:1][C:2]1[CH:11]=[CH:10][C:5]2[N:6]([CH2:33][C:24]([OH:23])=[O:39])[C:7](=[N:9][C:18](=[O:19])[C:15]3[CH:16]=[CH:17][C:12]([CH3:21])=[CH:13][CH:14]=3)[S:8][C:4]=2[CH:3]=1. (10) Given the reactants N(C(OCC)=O)=NC(OCC)=O.[CH:13]([C:15]1[CH:23]=[C:19]([C:20]([OH:22])=[O:21])[C:18]([OH:24])=[CH:17][CH:16]=1)=[O:14].[CH3:25][O:26][C:27]1[CH:34]=[CH:33][C:30]([CH2:31]O)=[CH:29][CH:28]=1.C1(P(C2C=CC=CC=2)C2C=CC=CC=2)C=CC=CC=1, predict the reaction product. The product is: [CH3:25][O:26][C:27]1[CH:34]=[CH:33][C:30]([CH2:31][O:21][C:20](=[O:22])[C:19]2[C:18](=[CH:17][CH:16]=[C:15]([CH:13]=[O:14])[CH:23]=2)[OH:24])=[CH:29][CH:28]=1.